From a dataset of HIV replication inhibition screening data with 41,000+ compounds from the AIDS Antiviral Screen. Binary Classification. Given a drug SMILES string, predict its activity (active/inactive) in a high-throughput screening assay against a specified biological target. (1) The compound is c1ccc2c(c1)nnn2CN1CCOCC1. The result is 0 (inactive). (2) The compound is COc1ccc(C=C(C(C)=O)c2ccccc2)cc1. The result is 0 (inactive). (3) The drug is Cc1cc(Cl)ccc1NC(=O)C1C(=O)N(c2ccc(Cl)cc2C)C(=O)C1=NNC(N)=S. The result is 0 (inactive). (4) The compound is Cc1ccc(S(=O)(=O)SCC(=O)c2ccc(Br)cc2)cc1. The result is 0 (inactive). (5) The result is 0 (inactive). The drug is Cc1cc(=O)n(-c2ccccc2)c(=S)n1-c1nc2ccccc2[nH]1. (6) The molecule is Cc1cc2c3c(c1)C(=O)CCN3CCC2=O. The result is 0 (inactive).